This data is from TCR-epitope binding with 47,182 pairs between 192 epitopes and 23,139 TCRs. The task is: Binary Classification. Given a T-cell receptor sequence (or CDR3 region) and an epitope sequence, predict whether binding occurs between them. (1) Result: 1 (the TCR binds to the epitope). The epitope is TLIGDCATV. The TCR CDR3 sequence is CASSGGQAENQPQHF. (2) The epitope is VLWAHGFEL. The TCR CDR3 sequence is CASSQEGQGAPYEQYF. Result: 0 (the TCR does not bind to the epitope).